From a dataset of Reaction yield outcomes from USPTO patents with 853,638 reactions. Predict the reaction yield, written as a fraction of the theoretical maximum amount of product (1.0 means a 100% yield; for example, 0.34 means a 34% yield). The reactants are C[O:2][C:3]1[CH:4]=[C:5]([CH2:20][C:21]([F:24])([F:23])[F:22])[C:6]2[O:10][C:9]([C:11]3[CH:16]=[CH:15][C:14]([O:17]C)=[CH:13][CH:12]=3)=[CH:8][C:7]=2[CH:19]=1.Cl.N1C=CC=CC=1. The catalyst is O. The product is [OH:17][C:14]1[CH:15]=[CH:16][C:11]([C:9]2[O:10][C:6]3[C:5]([CH2:20][C:21]([F:24])([F:22])[F:23])=[CH:4][C:3]([OH:2])=[CH:19][C:7]=3[CH:8]=2)=[CH:12][CH:13]=1. The yield is 0.650.